Dataset: NCI-60 drug combinations with 297,098 pairs across 59 cell lines. Task: Regression. Given two drug SMILES strings and cell line genomic features, predict the synergy score measuring deviation from expected non-interaction effect. (1) Synergy scores: CSS=8.56, Synergy_ZIP=-2.91, Synergy_Bliss=-0.934, Synergy_Loewe=-50.4, Synergy_HSA=-0.220. Cell line: SK-OV-3. Drug 1: C1C(C(OC1N2C=C(C(=O)NC2=O)F)CO)O. Drug 2: C1CC(=O)NC(=O)C1N2C(=O)C3=CC=CC=C3C2=O. (2) Drug 1: C1CN(CCN1C(=O)CCBr)C(=O)CCBr. Drug 2: C1CC(=O)NC(=O)C1N2C(=O)C3=CC=CC=C3C2=O. Cell line: HS 578T. Synergy scores: CSS=7.81, Synergy_ZIP=-4.91, Synergy_Bliss=-0.484, Synergy_Loewe=-1.01, Synergy_HSA=-0.616. (3) Drug 1: C1=CC(=CC=C1CCC2=CNC3=C2C(=O)NC(=N3)N)C(=O)NC(CCC(=O)O)C(=O)O. Drug 2: CC=C1C(=O)NC(C(=O)OC2CC(=O)NC(C(=O)NC(CSSCCC=C2)C(=O)N1)C(C)C)C(C)C. Cell line: OVCAR-4. Synergy scores: CSS=55.4, Synergy_ZIP=1.38, Synergy_Bliss=-0.210, Synergy_Loewe=-1.39, Synergy_HSA=5.11. (4) Drug 1: C1CC(=O)NC(=O)C1N2CC3=C(C2=O)C=CC=C3N. Drug 2: CC12CCC3C(C1CCC2O)C(CC4=C3C=CC(=C4)O)CCCCCCCCCS(=O)CCCC(C(F)(F)F)(F)F. Cell line: SN12C. Synergy scores: CSS=6.38, Synergy_ZIP=-4.03, Synergy_Bliss=-1.67, Synergy_Loewe=0.302, Synergy_HSA=0.302. (5) Drug 1: CC1CCC2CC(C(=CC=CC=CC(CC(C(=O)C(C(C(=CC(C(=O)CC(OC(=O)C3CCCCN3C(=O)C(=O)C1(O2)O)C(C)CC4CCC(C(C4)OC)OCCO)C)C)O)OC)C)C)C)OC. Drug 2: CCN(CC)CCNC(=O)C1=C(NC(=C1C)C=C2C3=C(C=CC(=C3)F)NC2=O)C. Cell line: HCT-15. Synergy scores: CSS=-6.70, Synergy_ZIP=5.83, Synergy_Bliss=4.68, Synergy_Loewe=-13.9, Synergy_HSA=-14.1. (6) Drug 1: CS(=O)(=O)CCNCC1=CC=C(O1)C2=CC3=C(C=C2)N=CN=C3NC4=CC(=C(C=C4)OCC5=CC(=CC=C5)F)Cl. Drug 2: CC12CCC3C(C1CCC2OP(=O)(O)O)CCC4=C3C=CC(=C4)OC(=O)N(CCCl)CCCl.[Na+]. Cell line: MDA-MB-435. Synergy scores: CSS=-0.793, Synergy_ZIP=6.84, Synergy_Bliss=7.94, Synergy_Loewe=-2.18, Synergy_HSA=-1.14.